Dataset: Catalyst prediction with 721,799 reactions and 888 catalyst types from USPTO. Task: Predict which catalyst facilitates the given reaction. Reactant: [Cl:1][C:2]1[CH:7]=[CH:6][C:5]([C:8]2[CH:17]=[CH:16][CH:15]=[C:14]3[C:9]=2[CH:10]=[CH:11][C:12]([S:18]([O:21]CC(F)(F)F)(=[O:20])=[O:19])=[CH:13]3)=[C:4]([O:27][CH3:28])[CH:3]=1.[OH-].[Na+:30]. Product: [Cl:1][C:2]1[CH:7]=[CH:6][C:5]([C:8]2[CH:17]=[CH:16][CH:15]=[C:14]3[C:9]=2[CH:10]=[CH:11][C:12]([S:18]([O-:21])(=[O:19])=[O:20])=[CH:13]3)=[C:4]([O:27][CH3:28])[CH:3]=1.[Na+:30]. The catalyst class is: 2.